Dataset: Full USPTO retrosynthesis dataset with 1.9M reactions from patents (1976-2016). Task: Predict the reactants needed to synthesize the given product. (1) Given the product [CH2:8]([O:10][C:11](=[O:25])[CH2:12][C:13]1[N:6]([C:2]2[S:1][CH:5]=[CH:4][N:3]=2)[N:7]=[CH:15][CH:14]=1)[CH3:9], predict the reactants needed to synthesize it. The reactants are: [S:1]1[CH:5]=[CH:4][N:3]=[C:2]1[NH:6][NH2:7].[CH2:8]([O:10][C:11](=[O:25])[CH:12]=[C:13](OCC)[CH2:14][CH:15](OCC)OCC)[CH3:9]. (2) Given the product [F:25][C:19]1[C:20]([F:24])=[C:21]([F:23])[CH:22]=[C:17]2[C:18]=1[CH:3]=[CH:4][N:5]=[CH:16]2, predict the reactants needed to synthesize it. The reactants are: CO[CH:3](OC)[CH2:4][N:5]([CH2:16][C:17]1[CH:22]=[C:21]([F:23])[C:20]([F:24])=[C:19]([F:25])[CH:18]=1)S(C1C=CC(C)=CC=1)(=O)=O.FC1C=C2C(=CC=1)C=NC=C2. (3) Given the product [Cl:21][C:22]1[CH:28]=[CH:27][C:25]([NH:26][C:18]([C:12]2[CH:11]=[C:10]3[C:15]([CH2:16][CH2:17][N:8]([C:6]([O:5][C:1]([CH3:4])([CH3:3])[CH3:2])=[O:7])[CH2:9]3)=[CH:14][CH:13]=2)=[O:20])=[C:24]([N:29]2[CH2:34][CH2:33][N:32]([CH2:35][CH2:36][C:37]([F:38])([F:40])[F:39])[CH2:31][CH2:30]2)[CH:23]=1, predict the reactants needed to synthesize it. The reactants are: [C:1]([O:5][C:6]([N:8]1[CH2:17][CH2:16][C:15]2[C:10](=[CH:11][C:12]([C:18]([OH:20])=O)=[CH:13][CH:14]=2)[CH2:9]1)=[O:7])([CH3:4])([CH3:3])[CH3:2].[Cl:21][C:22]1[CH:28]=[CH:27][C:25]([NH2:26])=[C:24]([N:29]2[CH2:34][CH2:33][N:32]([CH2:35][CH2:36][C:37]([F:40])([F:39])[F:38])[CH2:31][CH2:30]2)[CH:23]=1.CCN(C(C)C)C(C)C.CN(C(ON1N=NC2C=CC=NC1=2)=[N+](C)C)C.F[P-](F)(F)(F)(F)F. (4) Given the product [CH:1]1([N:4]2[S:5](=[O:7])(=[O:6])[N:8]([C:9]([O:10][C:11]([CH3:12])([CH3:14])[CH3:13])=[O:15])[CH2:18][CH2:17]2)[CH2:2][CH2:3]1, predict the reactants needed to synthesize it. The reactants are: [CH:1]1([NH:4][S:5]([NH:8][C:9](=[O:15])[O:10][C:11]([CH3:14])([CH3:13])[CH3:12])(=[O:7])=[O:6])[CH2:3][CH2:2]1.Br[CH2:17][CH2:18]Br.C([O-])([O-])=O.[K+].[K+].